Predict the product of the given reaction. From a dataset of Forward reaction prediction with 1.9M reactions from USPTO patents (1976-2016). (1) Given the reactants [Cl:1][C:2]1[N:7]=[C:6](Cl)[C:5]([F:9])=[CH:4][N:3]=1.C(N(C(C)C)C(C)C)C.Cl.[F:20][C:21]1[CH:31]=[CH:30][C:24]([O:25][CH:26]2[CH2:29][NH:28][CH2:27]2)=[CH:23][CH:22]=1, predict the reaction product. The product is: [Cl:1][C:2]1[N:7]=[C:6]([N:28]2[CH2:29][CH:26]([O:25][C:24]3[CH:23]=[CH:22][C:21]([F:20])=[CH:31][CH:30]=3)[CH2:27]2)[C:5]([F:9])=[CH:4][N:3]=1. (2) Given the reactants [Br:1][C:2]1[CH:7]=[C:6]([F:8])[CH:5]=[CH:4][C:3]=1[CH:9]1[C:14]([C:15]([O:17][CH2:18][CH3:19])=[O:16])=[C:13]([CH3:20])[NH:12][C:11]([C:21]2[N:25]=[CH:24][N:23]([CH3:26])[N:22]=2)=[N:10]1.C1C(=O)N([Br:34])C(=O)C1, predict the reaction product. The product is: [Br:1][C:2]1[CH:7]=[C:6]([F:8])[CH:5]=[CH:4][C:3]=1[CH:9]1[C:14]([C:15]([O:17][CH2:18][CH3:19])=[O:16])=[C:13]([CH2:20][Br:34])[NH:12][C:11]([C:21]2[N:25]=[CH:24][N:23]([CH3:26])[N:22]=2)=[N:10]1. (3) Given the reactants [CH3:1][C:2]1[N:7]=[C:6]([SH:8])[N:5]=[C:4]([OH:9])[CH:3]=1.C(=O)([O-])[O-].[K+].[K+].Br[CH2:17][C:18]1[N:22]([CH2:23][CH3:24])[N:21]=[CH:20][CH:19]=1, predict the reaction product. The product is: [CH2:23]([N:22]1[C:18]([CH2:17][S:8][C:6]2[N:5]=[C:4]([OH:9])[CH:3]=[C:2]([CH3:1])[N:7]=2)=[CH:19][CH:20]=[N:21]1)[CH3:24]. (4) Given the reactants Cl.[NH2:2][CH2:3][CH2:4][CH2:5][N:6]1[C:15]2[CH:14]=[CH:13][C:12]([Cl:16])=[CH:11][C:10]=2[C:9]2=[N:17][NH:18][C:19]([CH3:20])=[C:8]2[C:7]1=[O:21].C[Si]([N-][Si](C)(C)C)(C)C.[Na+].[C:32](OC(=O)C)(=[O:34])[CH3:33].O, predict the reaction product. The product is: [Cl:16][C:12]1[CH:13]=[CH:14][C:15]2[N:6]([CH2:5][CH2:4][CH2:3][NH:2][C:32](=[O:34])[CH3:33])[C:7](=[O:21])[C:8]3=[C:19]([CH3:20])[NH:18][N:17]=[C:9]3[C:10]=2[CH:11]=1. (5) Given the reactants F[C:2]1[CH:12]=[CH:11][C:5]([C:6]([O:8][CH2:9][CH3:10])=[O:7])=[CH:4][C:3]=1[N+:13]([O-:15])=[O:14].[CH2:16](N(CC)CC)C.[CH2:23]([O:25][C:26]([N:28]1[CH2:33][CH2:32]N[CH2:30][CH2:29]1)=[O:27])[CH3:24], predict the reaction product. The product is: [CH2:9]([O:8][C:6]([C:5]1[CH:11]=[CH:12][C:2]([CH:16]2[CH2:32][CH2:33][N:28]([C:26]([O:25][CH2:23][CH3:24])=[O:27])[CH2:29][CH2:30]2)=[C:3]([N+:13]([O-:15])=[O:14])[CH:4]=1)=[O:7])[CH3:10]. (6) Given the reactants [C:1]([O:5][C:6]([N:8]1[CH2:17][C:16]2[CH:15]=[N:14][CH:13]=[C:12](C(O)=O)[C:11]=2[CH2:10][CH2:9]1)=[O:7])([CH3:4])([CH3:3])[CH3:2].C1(P([N:35]=[N+]=[N-])(C2C=CC=CC=2)=O)C=CC=CC=1, predict the reaction product. The product is: [NH2:35][C:12]1[CH:13]=[N:14][CH:15]=[C:16]2[C:11]=1[CH2:10][CH2:9][N:8]([C:6]([O:5][C:1]([CH3:4])([CH3:3])[CH3:2])=[O:7])[CH2:17]2. (7) Given the reactants [CH:1]1[C:6]([NH:7][CH2:8][CH2:9][NH:10][CH2:11][CH2:12][OH:13])=[C:5]2[C:14]([C:16]3[C:21]([C:22](=[O:23])[C:4]2=[C:3]([NH:26][CH2:27][CH2:28][NH:29][CH2:30][CH2:31][OH:32])[CH:2]=1)=[C:20]([OH:24])[CH:19]=[CH:18][C:17]=3[OH:25])=[O:15].Cl.C(N(CC)CC)C, predict the reaction product. The product is: [CH:2]1[C:3]([NH:26][CH2:27][CH2:28][NH:29][CH2:30][CH2:31][OH:32])=[C:4]2[C:22]([C:21]3[C:20]([OH:24])=[CH:19][CH:18]=[C:17]([OH:25])[C:16]=3[C:14](=[O:15])[C:5]2=[C:6]([NH:7][CH2:8][CH2:9][NH:10][CH2:11][CH2:12][OH:13])[CH:1]=1)=[O:23]. (8) Given the reactants CC(C)([O-])C.[Na+].[CH2:7]([O:9][C:10](=[O:21])[CH:11]([NH:17][C:18](=[O:20])[CH3:19])[C:12]([O:14][CH2:15][CH3:16])=[O:13])[CH3:8].CN(C=O)C.Br[CH2:28][C:29]1[CH:34]=[CH:33][C:32]([C:35]2[S:36][C:37]3[C:42]([N:43]=2)=[CH:41][CH:40]=[C:39]([C:44]2([C:47]4[CH:52]=[CH:51][CH:50]=[CH:49][CH:48]=4)[CH2:46][CH2:45]2)[N:38]=3)=[C:31]([F:53])[CH:30]=1, predict the reaction product. The product is: [C:18]([NH:17][C:11]([CH2:28][C:29]1[CH:34]=[CH:33][C:32]([C:35]2[S:36][C:37]3[C:42]([N:43]=2)=[CH:41][CH:40]=[C:39]([C:44]2([C:47]4[CH:48]=[CH:49][CH:50]=[CH:51][CH:52]=4)[CH2:45][CH2:46]2)[N:38]=3)=[C:31]([F:53])[CH:30]=1)([C:10]([O:9][CH2:7][CH3:8])=[O:21])[C:12]([O:14][CH2:15][CH3:16])=[O:13])(=[O:20])[CH3:19]. (9) Given the reactants C([O:4][CH2:5][CH2:6][CH:7]([CH3:15])[CH2:8][C:9]1[CH2:14][CH2:13][CH2:12][CH2:11][CH:10]=1)(=O)C.[OH-].[Na+], predict the reaction product. The product is: [C:9]1([CH2:8][CH:7]([CH3:15])[CH2:6][CH2:5][OH:4])[CH2:14][CH2:13][CH2:12][CH2:11][CH:10]=1.